Dataset: Full USPTO retrosynthesis dataset with 1.9M reactions from patents (1976-2016). Task: Predict the reactants needed to synthesize the given product. Given the product [CH3:23][C:19]1[N:18]=[C:17]([C:9]2[N:10]=[C:11]3[CH:16]=[CH:15][CH:14]=[CH:13][N:12]3[C:8]=2[C:6]2[CH:5]=[CH:4][N:3]=[C:2]([C:30]3[CH:29]=[CH:28][C:27]([O:26][C:25]([F:24])([F:36])[F:37])=[CH:32][CH:31]=3)[CH:7]=2)[CH:22]=[CH:21][CH:20]=1, predict the reactants needed to synthesize it. The reactants are: Br[C:2]1[CH:7]=[C:6]([C:8]2[N:12]3[CH:13]=[CH:14][CH:15]=[CH:16][C:11]3=[N:10][C:9]=2[C:17]2[CH:22]=[CH:21][CH:20]=[C:19]([CH3:23])[N:18]=2)[CH:5]=[CH:4][N:3]=1.[F:24][C:25]([F:37])([F:36])[O:26][C:27]1[CH:32]=[CH:31][C:30](B(O)O)=[CH:29][CH:28]=1.